Predict the reactants needed to synthesize the given product. From a dataset of Full USPTO retrosynthesis dataset with 1.9M reactions from patents (1976-2016). (1) Given the product [Cl:27][C:5]1[N:6]=[N:7][C:2]([CH3:1])=[C:3]([C:18]2[CH:23]=[CH:22][C:21]([CH3:24])=[CH:20][CH:19]=2)[C:4]=1[C:9]1[C:14]([F:15])=[CH:13][C:12]([F:16])=[CH:11][C:10]=1[F:17], predict the reactants needed to synthesize it. The reactants are: [CH3:1][C:2]1[C:3]([C:18]2[CH:23]=[CH:22][C:21]([CH3:24])=[CH:20][CH:19]=2)=[C:4]([C:9]2[C:14]([F:15])=[CH:13][C:12]([F:16])=[CH:11][C:10]=2[F:17])[C:5](=O)[NH:6][N:7]=1.P(Cl)(Cl)([Cl:27])=O. (2) Given the product [Cl:16][C:17]1[CH:22]=[CH:21][C:20]([C:2]2[O:6][C:5]([CH2:7][C:8]([O:10][CH3:11])=[O:9])=[C:4]([C:12]([O:14][CH3:15])=[O:13])[CH:3]=2)=[CH:19][CH:18]=1, predict the reactants needed to synthesize it. The reactants are: Br[C:2]1[O:6][C:5]([CH2:7][C:8]([O:10][CH3:11])=[O:9])=[C:4]([C:12]([O:14][CH3:15])=[O:13])[CH:3]=1.[Cl:16][C:17]1[CH:22]=[CH:21][C:20](B(O)O)=[CH:19][CH:18]=1.C(=O)([O-])[O-].[K+].[K+].C1(C)C=CC=CC=1. (3) Given the product [NH2:1][C:4]1[CH:11]=[CH:10][CH:9]=[C:8]([O:12][CH2:13][C:14]2[CH:19]=[CH:18][CH:17]=[CH:16][CH:15]=2)[C:5]=1[C:6]#[N:7], predict the reactants needed to synthesize it. The reactants are: [N+:1]([C:4]1[CH:11]=[CH:10][CH:9]=[C:8]([O:12][CH2:13][C:14]2[CH:19]=[CH:18][CH:17]=[C:16](OC)[CH:15]=2)[C:5]=1[C:6]#[N:7])([O-])=O.CC(C)=O.[Cl-].[NH4+]. (4) Given the product [O:1]1[C:2]2[C:3](=[N:4][CH:5]=[CH:6][CH:7]=2)[NH:8][C:11]1=[S:12], predict the reactants needed to synthesize it. The reactants are: [OH:1][C:2]1[C:3]([NH2:8])=[N:4][CH:5]=[CH:6][CH:7]=1.[OH-].[K+].[C:11](=S)=[S:12]. (5) Given the product [N:28]([CH2:12][CH:13]1[CH2:17][C:16]2[CH:18]=[C:19]([Cl:27])[CH:20]=[C:21]([C:22]3[CH:26]=[CH:25][S:24][CH:23]=3)[C:15]=2[O:14]1)=[N+:29]=[N-:30], predict the reactants needed to synthesize it. The reactants are: CC1C=CC(S(O[CH2:12][CH:13]2[CH2:17][C:16]3[CH:18]=[C:19]([Cl:27])[CH:20]=[C:21]([C:22]4[CH:26]=[CH:25][S:24][CH:23]=4)[C:15]=3[O:14]2)(=O)=O)=CC=1.[N-:28]=[N+:29]=[N-:30].[Na+]. (6) Given the product [Cl:1][C:2]1[N:3]=[CH:4][N:5]([C:7]2[CH:12]=[CH:11][C:10]([NH:13][C:14]3[N:15]=[C:16]([N:29]4[CH2:30][C:31](=[O:33])[CH2:32]4)[C:17]4[CH2:22][CH2:21][CH:20]([C:23]5[CH:28]=[CH:27][CH:26]=[CH:25][CH:24]=5)[C:18]=4[N:19]=3)=[CH:9][C:8]=2[O:37][CH3:38])[CH:6]=1, predict the reactants needed to synthesize it. The reactants are: [Cl:1][C:2]1[N:3]=[CH:4][N:5]([C:7]2[CH:12]=[CH:11][C:10]([NH:13][C:14]3[N:15]=[C:16]([N:29]4[CH2:32][C:31]5(OCC[O:33]5)[CH2:30]4)[C:17]4[CH2:22][CH2:21][CH:20]([C:23]5[CH:28]=[CH:27][CH:26]=[CH:25][CH:24]=5)[C:18]=4[N:19]=3)=[CH:9][C:8]=2[O:37][CH3:38])[CH:6]=1.O. (7) Given the product [Cl:3][C:4]1[C:13]2[C:12](=[O:14])[O:11][C:10](=[O:15])[N:9]([CH3:17])[C:8]=2[CH:7]=[CH:6][C:5]=1[F:16], predict the reactants needed to synthesize it. The reactants are: [H-].[Na+].[Cl:3][C:4]1[C:13]2[C:12](=[O:14])[O:11][C:10](=[O:15])[NH:9][C:8]=2[CH:7]=[CH:6][C:5]=1[F:16].[CH3:17]I. (8) Given the product [N:33]([CH2:11][CH2:12][O:13][CH2:14][CH2:15][O:16][CH2:17][CH2:18][O:19][CH2:20][CH2:21][O:22][C:23]12[CH2:32][CH:27]3[CH2:28][CH:29]([CH2:31][CH:25]([CH2:26]3)[CH2:24]1)[CH2:30]2)=[N+:34]=[N-:35], predict the reactants needed to synthesize it. The reactants are: CN(C=O)C.CS(O[CH2:11][CH2:12][O:13][CH2:14][CH2:15][O:16][CH2:17][CH2:18][O:19][CH2:20][CH2:21][O:22][C:23]12[CH2:32][CH:27]3[CH2:28][CH:29]([CH2:31][CH:25]([CH2:26]3)[CH2:24]1)[CH2:30]2)(=O)=O.[N-:33]=[N+:34]=[N-:35].[Na+].ClCCl.